From a dataset of Tox21: 12 toxicity assays (nuclear receptors and stress response pathways). Binary classification across 12 toxicity assays. (1) The molecule is CCC(C)(NC(=O)c1cc(Cl)c(C)c(Cl)c1)C(=O)CCl. It tested positive (active) for: SR-HSE (Heat Shock Element response), and SR-p53 (p53 tumor suppressor activation). (2) The compound is NC(=O)c1nc(-c2cccc(-c3cc(F)ccc3OCC(F)(F)C(F)(F)F)c2)n[n-]1. It tested positive (active) for: SR-ARE (Antioxidant Response Element (oxidative stress)). (3) The compound is COc1cc(NCCCC(C)N)c2ncccc2c1. It tested positive (active) for: NR-AhR (Aryl hydrocarbon Receptor agonist activity), and SR-p53 (p53 tumor suppressor activation). (4) The compound is C[C@]12CC[C@H]3[C@@H](CC=C4C[C@@H](O)CC[C@@]43C)[C@@H]1CC[C@@H]2O. It tested positive (active) for: NR-AR (Androgen Receptor agonist activity), NR-AR-LBD (Androgen Receptor Ligand Binding Domain agonist), NR-ER (Estrogen Receptor agonist activity), and NR-ER-LBD (Estrogen Receptor Ligand Binding Domain agonist). (5) The drug is O=C(CN1CCN(Cc2ccc3c(c2)OCO3)CC1)N1c2ccccc2Sc2ccccc21. It tested positive (active) for: NR-AhR (Aryl hydrocarbon Receptor agonist activity). (6) It tested positive (active) for: NR-Aromatase (Aromatase enzyme inhibition), and SR-p53 (p53 tumor suppressor activation). The drug is CC[C@]12CCCN3CCc4c(n(c5ccccc45)C(=O)C1)[C@@H]32.